Dataset: Forward reaction prediction with 1.9M reactions from USPTO patents (1976-2016). Task: Predict the product of the given reaction. The product is: [N+:16]([CH2:19][CH2:14][C:11]1[CH:10]=[CH:9][C:8]([O:7][C:3]2[CH:2]=[N:1][CH:6]=[CH:5][CH:4]=2)=[N:13][CH:12]=1)([O-:18])=[O:17]. Given the reactants [N:1]1[CH:6]=[CH:5][CH:4]=[C:3]([O:7][C:8]2[N:13]=[CH:12][C:11]([CH:14]=O)=[CH:10][CH:9]=2)[CH:2]=1.[N+:16]([CH3:19])([O-:18])=[O:17].C([O-])(=O)C.[NH4+].[BH4-].[Na+], predict the reaction product.